This data is from hERG Central: cardiac toxicity at 1µM, 10µM, and general inhibition. The task is: Predict hERG channel inhibition at various concentrations. (1) The compound is CN1CCN(c2nc3c(c(=O)[nH]c(=O)n3C)n2Cc2ccc([N+](=O)[O-])cc2)CC1. Results: hERG_inhib (hERG inhibition (general)): blocker. (2) The molecule is CN(C)C1=NC[C@H](Cc2ccccc2)N1CCCCc1ccccc1. Results: hERG_inhib (hERG inhibition (general)): blocker.